Task: Predict the product of the given reaction.. Dataset: Forward reaction prediction with 1.9M reactions from USPTO patents (1976-2016) (1) Given the reactants Cl[C:2]1[C:7]2[CH:8]=[CH:9][O:10][C:6]=2[CH:5]=[CH:4][N:3]=1.C1C=CC(P(C2C(C3C(P(C4C=CC=CC=4)C4C=CC=CC=4)=CC=C4C=3C=CC=C4)=C3C(C=CC=C3)=CC=2)C2C=CC=CC=2)=CC=1.CC(C)([O-])C.[Na+].C(=[NH:76])(C1C=CC=CC=1)C1C=CC=CC=1.NO, predict the reaction product. The product is: [O:10]1[C:6]2[CH:5]=[CH:4][N:3]=[C:2]([NH2:76])[C:7]=2[CH:8]=[CH:9]1. (2) Given the reactants Br[C:2]1[CH:3]=[CH:4][C:5]([CH2:8][S:9][C:10]2[C:20]3[CH2:19][CH2:18][N:17](C(OC(C)(C)C)=O)[CH2:16][CH2:15][C:14]=3[CH:13]=[CH:12][C:11]=2[Cl:28])=[N:6][CH:7]=1.[NH:29]1[CH2:35][CH2:34][CH2:33][CH2:32][CH2:31][CH2:30]1, predict the reaction product. The product is: [ClH:28].[N:29]1([C:2]2[CH:3]=[CH:4][C:5]([CH2:8][S:9][C:10]3[C:20]4[CH2:19][CH2:18][NH:17][CH2:16][CH2:15][C:14]=4[CH:13]=[CH:12][C:11]=3[Cl:28])=[N:6][CH:7]=2)[CH2:35][CH2:34][CH2:33][CH2:32][CH2:31][CH2:30]1. (3) Given the reactants [NH2:1][C:2]1[CH:7]=[CH:6][C:5]([C:8]2[S:12][C:11]([CH:13]3[CH2:18][CH2:17][N:16]([CH2:19][C:20]([O:22][CH2:23][CH3:24])=[O:21])[CH2:15][CH2:14]3)=[N:10][CH:9]=2)=[CH:4][CH:3]=1.[F:25][C:26]1[CH:31]=[C:30]([F:32])[CH:29]=[C:28]([F:33])[C:27]=1[N:34]=[C:35]=[O:36], predict the reaction product. The product is: [F:25][C:26]1[CH:31]=[C:30]([F:32])[CH:29]=[C:28]([F:33])[C:27]=1[NH:34][C:35](=[O:36])[NH:1][C:2]1[CH:7]=[CH:6][C:5]([C:8]2[S:12][C:11]([CH:13]3[CH2:18][CH2:17][N:16]([CH2:19][C:20]([O:22][CH2:23][CH3:24])=[O:21])[CH2:15][CH2:14]3)=[N:10][CH:9]=2)=[CH:4][CH:3]=1. (4) The product is: [OH:23][N:22]=[C:11]1[CH2:12][C:3]2([C:4]3[C:9](=[CH:8][CH:7]=[CH:6][CH:5]=3)[NH:1][C:2]2=[O:14])[CH2:10]1. Given the reactants [NH:1]1[C:9]2[C:4](=[CH:5][CH:6]=[CH:7][CH:8]=2)[C:3]2([CH2:12][C:11](=O)[CH2:10]2)[C:2]1=[O:14].C(=O)([O-])[O-].[Na+].[Na+].Cl.[NH2:22][OH:23], predict the reaction product. (5) Given the reactants [C:1]1([NH:7][C:8]([NH2:10])=[O:9])[CH:6]=[CH:5][CH:4]=[CH:3][CH:2]=1.P([O-])([O-])([O-])=O.[K+].[K+].[K+].P.Cl[C:21]1[CH:26]=[CH:25][C:24]([CH3:27])=[CH:23][CH:22]=1, predict the reaction product. The product is: [C:1]1([NH:7][C:8]([NH:10][C:21]2[CH:26]=[CH:25][C:24]([CH3:27])=[CH:23][CH:22]=2)=[O:9])[CH:6]=[CH:5][CH:4]=[CH:3][CH:2]=1. (6) Given the reactants F[C:2]1[C:3]([CH3:19])=[C:4]([CH:9]=[CH:10][C:11]=1[C:12]([F:18])([F:17])[C:13]([F:16])([F:15])[F:14])[C:5]([O:7][CH3:8])=[O:6].CN(C)C=O.[CH3:25][S-:26].[Na+], predict the reaction product. The product is: [CH3:19][C:3]1[C:2]([S:26][CH3:25])=[C:11]([C:12]([F:18])([F:17])[C:13]([F:16])([F:15])[F:14])[CH:10]=[CH:9][C:4]=1[C:5]([O:7][CH3:8])=[O:6]. (7) Given the reactants [Br:1][C:2]1[CH:3]=[CH:4][C:5]([O:24][C:25]2[CH:30]=[C:29]([CH3:31])[CH:28]=[C:27]([CH3:32])[CH:26]=2)=[C:6]([S:8]([N:11]2[CH2:16][CH2:15][N:14](C(OC(C)(C)C)=O)[CH2:13][CH2:12]2)(=[O:10])=[O:9])[CH:7]=1.[ClH:33].O1CCOCC1, predict the reaction product. The product is: [ClH:33].[Br:1][C:2]1[CH:3]=[CH:4][C:5]([O:24][C:25]2[CH:26]=[C:27]([CH3:32])[CH:28]=[C:29]([CH3:31])[CH:30]=2)=[C:6]([S:8]([N:11]2[CH2:16][CH2:15][NH:14][CH2:13][CH2:12]2)(=[O:10])=[O:9])[CH:7]=1. (8) Given the reactants [NH2:1][C:2]1[S:3][C:4]2[CH:10]=[C:9]([C:11]#N)[CH:8]=[C:7]([Br:13])[C:5]=2[N:6]=1.S(=O)(=O)(O)[OH:15].[OH2:19], predict the reaction product. The product is: [NH2:1][C:2]1[S:3][C:4]2[CH:10]=[C:9]([C:11]([OH:15])=[O:19])[CH:8]=[C:7]([Br:13])[C:5]=2[N:6]=1. (9) Given the reactants [CH3:1][O:2][C:3]1[CH:8]=[C:7]([O:9][CH3:10])[CH:6]=[CH:5][C:4]=1[CH2:11][NH:12][C:13]1[CH:18]=[CH:17][C:16]([CH:19]([CH3:21])[CH3:20])=[CH:15][CH:14]=1.[CH:22]([C:25]1[CH:30]=[CH:29][CH:28]=[C:27]([CH:31]([CH3:33])[CH3:32])[C:26]=1[N:34]=[C:35]=[O:36])([CH3:24])[CH3:23], predict the reaction product. The product is: [CH:22]([C:25]1[CH:30]=[CH:29][CH:28]=[C:27]([CH:31]([CH3:32])[CH3:33])[C:26]=1[NH:34][C:35](=[O:36])[N:12]([CH2:11][C:4]1[CH:5]=[CH:6][C:7]([O:9][CH3:10])=[CH:8][C:3]=1[O:2][CH3:1])[C:13]1[CH:14]=[CH:15][C:16]([CH:19]([CH3:21])[CH3:20])=[CH:17][CH:18]=1)([CH3:23])[CH3:24].